This data is from Peptide-MHC class I binding affinity with 185,985 pairs from IEDB/IMGT. The task is: Regression. Given a peptide amino acid sequence and an MHC pseudo amino acid sequence, predict their binding affinity value. This is MHC class I binding data. (1) The peptide sequence is SPGYVLGVFL. The MHC is HLA-B07:02 with pseudo-sequence HLA-B07:02. The binding affinity (normalized) is 0.717. (2) The MHC is H-2-Db with pseudo-sequence H-2-Db. The binding affinity (normalized) is 0.0641. The peptide sequence is QTSYQYLII. (3) The peptide sequence is AMSAQAAAF. The MHC is BoLA-D18.4 with pseudo-sequence BoLA-D18.4. The binding affinity (normalized) is 0.481.